The task is: Regression. Given two drug SMILES strings and cell line genomic features, predict the synergy score measuring deviation from expected non-interaction effect.. This data is from NCI-60 drug combinations with 297,098 pairs across 59 cell lines. (1) Drug 1: C(CN)CNCCSP(=O)(O)O. Drug 2: B(C(CC(C)C)NC(=O)C(CC1=CC=CC=C1)NC(=O)C2=NC=CN=C2)(O)O. Cell line: COLO 205. Synergy scores: CSS=55.2, Synergy_ZIP=-1.04, Synergy_Bliss=-3.67, Synergy_Loewe=-37.2, Synergy_HSA=0.0977. (2) Drug 1: C1CCC(C(C1)N)N.C(=O)(C(=O)[O-])[O-].[Pt+4]. Drug 2: C1C(C(OC1N2C=NC3=C2NC=NCC3O)CO)O. Cell line: HCC-2998. Synergy scores: CSS=22.4, Synergy_ZIP=0.533, Synergy_Bliss=-1.92, Synergy_Loewe=-10.1, Synergy_HSA=-4.05. (3) Drug 1: CC1CC2C3CCC4=CC(=O)C=CC4(C3(C(CC2(C1(C(=O)CO)O)C)O)F)C. Drug 2: CNC(=O)C1=NC=CC(=C1)OC2=CC=C(C=C2)NC(=O)NC3=CC(=C(C=C3)Cl)C(F)(F)F. Cell line: NCI-H460. Synergy scores: CSS=54.7, Synergy_ZIP=2.74, Synergy_Bliss=1.11, Synergy_Loewe=-12.7, Synergy_HSA=3.58. (4) Drug 1: C1=NC(=NC(=O)N1C2C(C(C(O2)CO)O)O)N. Drug 2: C1CN(P(=O)(OC1)NCCCl)CCCl. Cell line: BT-549. Synergy scores: CSS=33.2, Synergy_ZIP=-10.3, Synergy_Bliss=-2.21, Synergy_Loewe=-54.2, Synergy_HSA=-2.09. (5) Drug 1: C1CC(C1)(C(=O)O)C(=O)O.[NH2-].[NH2-].[Pt+2]. Drug 2: COCCOC1=C(C=C2C(=C1)C(=NC=N2)NC3=CC=CC(=C3)C#C)OCCOC. Cell line: T-47D. Synergy scores: CSS=24.6, Synergy_ZIP=-3.13, Synergy_Bliss=-3.14, Synergy_Loewe=-2.48, Synergy_HSA=-0.0732. (6) Drug 1: CN(C)N=NC1=C(NC=N1)C(=O)N. Drug 2: COC1=NC(=NC2=C1N=CN2C3C(C(C(O3)CO)O)O)N. Cell line: CAKI-1. Synergy scores: CSS=8.60, Synergy_ZIP=-3.75, Synergy_Bliss=-2.00, Synergy_Loewe=0.404, Synergy_HSA=0.524.